This data is from Forward reaction prediction with 1.9M reactions from USPTO patents (1976-2016). The task is: Predict the product of the given reaction. (1) Given the reactants [O:1]1[CH:5]=[CH:4][CH:3]=[C:2]1[C:6]1[CH:11]=[CH:10][N:9]=[C:8]([C:12]#[N:13])[CH:7]=1.[Br:14]N1C(=O)CCC1=O, predict the reaction product. The product is: [Br:14][C:5]1[O:1][C:2]([C:6]2[CH:11]=[CH:10][N:9]=[C:8]([C:12]#[N:13])[CH:7]=2)=[CH:3][CH:4]=1. (2) Given the reactants C(O[C:6]([N:8]1[CH2:12][C:11](=[N:13][O:14][CH3:15])[CH2:10][C@H:9]1[C:16]([OH:18])=O)=[O:7])(C)(C)C.[Cl:19][C:20]1[CH:21]=[C:22]([C:27]2[CH:32]=[CH:31][C:30](C(O)=O)=[CH:29][CH:28]=2)[CH:23]=[CH:24][C:25]=1[Cl:26].[N:36]1([CH2:42][CH2:43][OH:44])[CH2:41][CH2:40][NH:39][CH2:38][CH2:37]1, predict the reaction product. The product is: [CH3:15][O:14][N:13]=[C:11]1[CH2:10][C@@H:9]([C:16]([N:39]2[CH2:40][CH2:41][N:36]([CH2:42][CH2:43][OH:44])[CH2:37][CH2:38]2)=[O:18])[N:8]([C:6]([C:30]2[CH:29]=[CH:28][C:27]([C:22]3[CH:23]=[CH:24][C:25]([Cl:26])=[C:20]([Cl:19])[CH:21]=3)=[CH:32][CH:31]=2)=[O:7])[CH2:12]1. (3) Given the reactants [OH:1][CH2:2][C@@H:3]1[CH2:9][C:6]2([CH2:8][CH2:7]2)[CH2:5][N:4]1[C:10]([O:12][C:13]([CH3:16])([CH3:15])[CH3:14])=[O:11].CC1(C)N([O])C(C)(C)CCC1.CC(C(O)=O)CN, predict the reaction product. The product is: [CH:2]([C@@H:3]1[CH2:9][C:6]2([CH2:7][CH2:8]2)[CH2:5][N:4]1[C:10]([O:12][C:13]([CH3:16])([CH3:15])[CH3:14])=[O:11])=[O:1]. (4) The product is: [CH2:18]([O:17][C:15](=[O:16])[CH2:14][O:10][C:5]1[CH:4]=[CH:3][C:2]([Br:1])=[CH:9][C:6]=1[CH:7]=[O:8])[CH3:19]. Given the reactants [Br:1][C:2]1[CH:3]=[CH:4][C:5]([OH:10])=[C:6]([CH:9]=1)[CH:7]=[O:8].[H-].[Na+].Br[CH2:14][C:15]([O:17][CH2:18][CH3:19])=[O:16].Cl, predict the reaction product. (5) Given the reactants C(OC([N:8]1[CH2:11][CH:10]([O:12][C:13]2[CH:18]=[CH:17][C:16]([N:19]3[CH2:24][CH2:23][C:22]4[N:25]=[C:26]([C:28]5[CH:33]=[CH:32][C:31]([Cl:34])=[CH:30][CH:29]=5)[S:27][C:21]=4[C:20]3=[O:35])=[CH:15][C:14]=2[O:36][CH3:37])[CH2:9]1)=O)(C)(C)C.FC(F)(F)C(O)=O.[OH-].[Na+], predict the reaction product. The product is: [NH:8]1[CH2:11][CH:10]([O:12][C:13]2[CH:18]=[CH:17][C:16]([N:19]3[CH2:24][CH2:23][C:22]4[N:25]=[C:26]([C:28]5[CH:29]=[CH:30][C:31]([Cl:34])=[CH:32][CH:33]=5)[S:27][C:21]=4[C:20]3=[O:35])=[CH:15][C:14]=2[O:36][CH3:37])[CH2:9]1.